This data is from Full USPTO retrosynthesis dataset with 1.9M reactions from patents (1976-2016). The task is: Predict the reactants needed to synthesize the given product. (1) Given the product [NH2:7][CH2:8][C:9]1[N:10]=[N:11][N:12]([CH2:14][CH2:15][CH2:16][CH2:17][N:18]2[CH:22]=[C:21]([C:23]([NH:24][CH2:25][C:26]3[CH:31]=[CH:30][CH:29]=[C:28]([O:32][C:33]([F:34])([F:35])[F:36])[CH:27]=3)=[O:37])[N:20]=[N:19]2)[CH:13]=1, predict the reactants needed to synthesize it. The reactants are: C(OC(=O)[NH:7][CH2:8][C:9]1[N:10]=[N:11][N:12]([CH2:14][CH2:15][CH2:16][CH2:17][N:18]2[CH:22]=[C:21]([C:23](=[O:37])[NH:24][CH2:25][C:26]3[CH:31]=[CH:30][CH:29]=[C:28]([O:32][C:33]([F:36])([F:35])[F:34])[CH:27]=3)[N:20]=[N:19]2)[CH:13]=1)(C)(C)C. (2) Given the product [Cl:1][C:2]1[CH:7]=[CH:6][C:5]([Cl:8])=[CH:4][C:3]=1[S:9]([N:15]1[CH2:20][CH2:19][CH:18]([CH2:21][N:22]2[CH2:31][CH2:30][C:29]3[C:24](=[CH:25][CH:26]=[CH:27][CH:28]=3)[CH2:23]2)[CH2:17][CH2:16]1)(=[O:11])=[O:10], predict the reactants needed to synthesize it. The reactants are: [Cl:1][C:2]1[CH:7]=[CH:6][C:5]([Cl:8])=[CH:4][C:3]=1[S:9](Cl)(=[O:11])=[O:10].Cl.Cl.[NH:15]1[CH2:20][CH2:19][CH:18]([CH2:21][N:22]2[CH2:31][CH2:30][C:29]3[C:24](=[CH:25][CH:26]=[CH:27][CH:28]=3)[CH2:23]2)[CH2:17][CH2:16]1.C(N(CC)C(C)C)(C)C. (3) Given the product [C:16]([C:10]1[C:11]([F:15])=[C:12]([F:14])[CH:13]=[C:8]2[C:9]=1[N:48]([C@@H:46]1[CH2:47][C@@H:45]1[F:44])[CH:5]=[C:6]([C:20]([O:21][CH2:22][CH3:23])=[O:25])[C:7]2=[O:19])#[N:17], predict the reactants needed to synthesize it. The reactants are: C(O[CH2:5][CH2:6][C:7](=[O:19])[C:8]1[CH:13]=[C:12]([F:14])[C:11]([F:15])=[C:10]([C:16]#[N:17])[C:9]=1F)(=O)C.[CH:20]([O-:25])([O-])[O:21][CH2:22][CH3:23].C(OC(=O)C)(=O)C.C1(C)C=CC(S(O)(=O)=O)=CC=1.[F:44][C@H:45]1[CH2:47][C@H:46]1[NH2:48].C(N(CC)CC)C.C(=O)([O-])[O-].[K+].[K+].Cl. (4) The reactants are: [F:1][C:2]([F:13])([O:4][C:5]1[CH:12]=[CH:11][C:8]([CH:9]=O)=[CH:7][CH:6]=1)[CH3:3].[NH2:14][C:15]1[N:16]=[N:17][C:18]([CH3:21])=[CH:19][CH:20]=1.C([O:24][C:25](=O)[C:26]([OH:39])=[CH:27][C:28]([C:30]1[CH:35]=[CH:34][C:33]([CH:36]([CH3:38])[CH3:37])=[CH:32][CH:31]=1)=[O:29])C. Given the product [F:1][C:2]([F:13])([O:4][C:5]1[CH:12]=[CH:11][C:8]([CH:9]2[N:14]([C:15]3[N:16]=[N:17][C:18]([CH3:21])=[CH:19][CH:20]=3)[C:25](=[O:24])[C:26]([OH:39])=[C:27]2[C:28](=[O:29])[C:30]2[CH:31]=[CH:32][C:33]([CH:36]([CH3:37])[CH3:38])=[CH:34][CH:35]=2)=[CH:7][CH:6]=1)[CH3:3], predict the reactants needed to synthesize it. (5) Given the product [CH:1]1([C@@H:4]([NH:9][C:10]2[C:22]3[C:21]4[CH:20]=[CH:19][C:18]([C:23]5[N:32]=[N:33][NH:34][CH:24]=5)=[CH:17][C:16]=4[NH:15][C:14]=3[C:13]([C:25]([NH2:27])=[O:26])=[CH:12][N:11]=2)[C:5]([F:8])([F:6])[F:7])[CH2:3][CH2:2]1, predict the reactants needed to synthesize it. The reactants are: [CH:1]1([C@@H:4]([NH:9][C:10]2[C:22]3[C:21]4[CH:20]=[CH:19][C:18]([C:23]#[CH:24])=[CH:17][C:16]=4[NH:15][C:14]=3[C:13]([C:25]([NH2:27])=[O:26])=[CH:12][N:11]=2)[C:5]([F:8])([F:7])[F:6])[CH2:3][CH2:2]1.[Si]([N:32]=[N+:33]=[N-:34])(C)(C)C. (6) Given the product [Br:19][C:14]1[CH:15]=[CH:16][C:17]([O:18][C:21]2[CH:26]=[CH:25][C:24]([F:27])=[CH:23][C:22]=2[N+:28]([O-:30])=[O:29])=[CH:12][CH:13]=1, predict the reactants needed to synthesize it. The reactants are: C(=O)([O-])[O-].[K+].[K+].CN(C)C=O.[CH:12]1[C:17]([OH:18])=[CH:16][CH:15]=[C:14]([Br:19])[CH:13]=1.F[C:21]1[CH:26]=[CH:25][C:24]([F:27])=[CH:23][C:22]=1[N+:28]([O-:30])=[O:29]. (7) The reactants are: Cl.Cl[C:3]1[N:12]=[C:11]([N:13]([C:15]2[CH:20]=[CH:19][C:18]([O:21][CH3:22])=[CH:17][CH:16]=2)[CH3:14])[C:10]2[C:5](=[CH:6][CH:7]=[CH:8][CH:9]=2)[N:4]=1.CC(C)([O-])C.[K+].C1OCCOCCOCCOCCOCCOC1.[CH3:47][N:48]([CH3:52])[CH2:49][CH2:50][OH:51]. Given the product [CH3:47][N:48]([CH3:52])[CH2:49][CH2:50][O:51][C:3]1[N:12]=[C:11]([N:13]([C:15]2[CH:20]=[CH:19][C:18]([O:21][CH3:22])=[CH:17][CH:16]=2)[CH3:14])[C:10]2[C:5](=[CH:6][CH:7]=[CH:8][CH:9]=2)[N:4]=1, predict the reactants needed to synthesize it. (8) Given the product [CH3:1][O:2][C:3]1[CH:4]=[C:5]2[C:10](=[CH:11][C:12]=1[O:13][CH3:14])[N:9]=[CH:8][CH:7]=[C:6]2[O:15][C:16]1[CH:22]=[CH:21][C:19]([NH:20][C:29](=[O:35])[O:28][CH2:26][CH:37]2[CH2:43][CH2:42][CH2:41][CH2:40][CH2:39][CH2:38]2)=[C:18]([CH3:23])[C:17]=1[CH3:24], predict the reactants needed to synthesize it. The reactants are: [CH3:1][O:2][C:3]1[CH:4]=[C:5]2[C:10](=[CH:11][C:12]=1[O:13][CH3:14])[N:9]=[CH:8][CH:7]=[C:6]2[O:15][C:16]1[CH:22]=[CH:21][C:19]([NH2:20])=[C:18]([CH3:23])[C:17]=1[CH3:24].Cl[C:26](Cl)([O:28][C:29](=[O:35])OC(Cl)(Cl)Cl)Cl.[CH:37]1(CO)[CH2:43][CH2:42][CH2:41][CH2:40][CH2:39][CH2:38]1.C(=O)(O)[O-].[Na+]. (9) Given the product [Cl:21][C:18]1[CH:19]=[CH:20][C:15]([C@@:12]2([C:13]#[N:14])[C@H:11]([CH2:23][C:24]([CH3:26])([CH3:25])[CH3:27])[NH:10][C@@H:9]([C:28]([NH:30][C:31]3[C:40]([F:41])=[CH:39][C:34]([C:35]([OH:37])=[O:36])=[C:33]([F:42])[CH:32]=3)=[O:29])[C@@H:8]2[C:4]2[CH:5]=[CH:6][CH:7]=[C:2]([Cl:1])[C:3]=2[F:43])=[C:16]([F:22])[CH:17]=1, predict the reactants needed to synthesize it. The reactants are: [Cl:1][C:2]1[C:3]([F:43])=[C:4]([C@@H:8]2[C@:12]([C:15]3[CH:20]=[CH:19][C:18]([Cl:21])=[CH:17][C:16]=3[F:22])([C:13]#[N:14])[C@H:11]([CH2:23][C:24]([CH3:27])([CH3:26])[CH3:25])[NH:10][C@H:9]2[C:28]([NH:30][C:31]2[C:40]([F:41])=[CH:39][C:34]([C:35]([O:37]C)=[O:36])=[C:33]([F:42])[CH:32]=2)=[O:29])[CH:5]=[CH:6][CH:7]=1.[Al](Br)(Br)Br.CSC.